From a dataset of Full USPTO retrosynthesis dataset with 1.9M reactions from patents (1976-2016). Predict the reactants needed to synthesize the given product. (1) Given the product [CH3:17][S:18]([C:8](=[O:16])[CH2:9][CH2:10][CH2:11][CH2:12][CH2:13][CH2:14][CH3:15])(=[O:20])=[O:19], predict the reactants needed to synthesize it. The reactants are: C(N(CC)CC)C.[CH2:8]([OH:16])[CH2:9][CH2:10][CH2:11][CH2:12][CH2:13][CH2:14][CH3:15].[CH3:17][S:18](Cl)(=[O:20])=[O:19]. (2) The reactants are: [Cl:1][C:2]1[CH:3]=[C:4]([C:7](=[O:9])[CH3:8])[S:5][CH:6]=1.CO[CH:12](OC)[N:13]([CH3:15])[CH3:14]. Given the product [Cl:1][C:2]1[CH:3]=[C:4]([C:7](=[O:9])[CH:8]=[CH:12][N:13]([CH3:15])[CH3:14])[S:5][CH:6]=1, predict the reactants needed to synthesize it. (3) Given the product [OH:19][C:12]1([C:15]([F:16])([F:18])[F:17])[CH2:11][C:10]([CH3:20])([CH3:21])[C:4]2[C:5](=[CH:6][CH:7]=[C:8]([CH3:35])[C:3]=2[O:2][CH3:1])[CH:13]1[NH:22][C:23]1[CH:32]=[CH:31][CH:30]=[C:29]2[C:24]=1[CH:25]=[CH:26][C:27](=[O:33])[NH:28]2, predict the reactants needed to synthesize it. The reactants are: [CH3:1][O:2][C:3]1[CH:8]=[C:7](C)[CH:6]=[CH:5][C:4]=1[C:10]([CH3:21])([CH3:20])[CH2:11][C:12]([OH:19])([C:15]([F:18])([F:17])[F:16])[CH:13]=O.[NH2:22][C:23]1[CH:32]=[CH:31][CH:30]=[C:29]2[C:24]=1[CH:25]=[CH:26][C:27](=[O:33])[NH:28]2.Cl[CH2:35]Cl. (4) Given the product [Cl:12][C:13]1[CH:14]=[C:15]([C:16]2[NH:11][C:10]3[CH:9]=[CH:8][CH:7]=[C:3]([C:4]([OH:6])=[O:5])[C:2]=3[N:1]=2)[CH:18]=[CH:19][N:20]=1, predict the reactants needed to synthesize it. The reactants are: [NH2:1][C:2]1[C:10]([NH2:11])=[CH:9][CH:8]=[CH:7][C:3]=1[C:4]([OH:6])=[O:5].[Cl:12][C:13]1[CH:14]=[C:15]([CH:18]=[CH:19][N:20]=1)[CH:16]=O. (5) The reactants are: Cl.[NH2:2][C@H:3]([CH2:8][CH3:9])[C:4]([O:6][CH3:7])=[O:5].[CH3:10][O:11][C:12]1[CH:17]=[CH:16][C:15]([S:18](Cl)(=[O:20])=[O:19])=[CH:14][CH:13]=1. Given the product [CH3:10][O:11][C:12]1[CH:13]=[CH:14][C:15]([S:18]([NH:2][C@H:3]([CH2:8][CH3:9])[C:4]([O:6][CH3:7])=[O:5])(=[O:20])=[O:19])=[CH:16][CH:17]=1, predict the reactants needed to synthesize it. (6) Given the product [CH3:1][N:2]([CH3:22])[C:3]1[O:4][C:5]2[C:6](=[C:8]([C:20]#[N:21])[C:9]([CH3:19])=[C:10]([C:13]3[N:14]=[C:15]([CH3:18])[S:16][CH:17]=3)[C:11]=2[N:34]2[CH2:35][CH2:36][C@H:32]([N:31]([CH3:37])[CH3:30])[CH2:33]2)[N:7]=1, predict the reactants needed to synthesize it. The reactants are: [CH3:1][N:2]([CH3:22])[C:3]1[O:4][C:5]2[C:6](=[C:8]([C:20]#[N:21])[C:9]([CH3:19])=[C:10]([C:13]3[N:14]=[C:15]([CH3:18])[S:16][CH:17]=3)[C:11]=2F)[N:7]=1.C(N(CC)CC)C.[CH3:30][N:31]([CH3:37])[C@H:32]1[CH2:36][CH2:35][NH:34][CH2:33]1. (7) Given the product [CH2:1]([NH:3][C:4](=[O:32])[CH:5]([CH2:22][C:23]1[CH:24]=[CH:25][C:26]([N+:29]([O-:31])=[O:30])=[CH:27][CH:28]=1)[C:6]([NH:8][S:9]([C:12]1[CH:21]=[CH:20][C:19]2[C:14](=[CH:15][CH:16]=[CH:17][CH:18]=2)[CH:13]=1)(=[O:10])=[O:11])=[O:7])[CH3:2], predict the reactants needed to synthesize it. The reactants are: [CH2:1]([N:3](CC)[C:4](=[O:32])[CH:5]([CH2:22][C:23]1[CH:28]=[CH:27][C:26]([N+:29]([O-:31])=[O:30])=[CH:25][CH:24]=1)[C:6]([NH:8][S:9]([C:12]1[CH:21]=[CH:20][C:19]2[C:14](=[CH:15][CH:16]=[CH:17][CH:18]=2)[CH:13]=1)(=[O:11])=[O:10])=[O:7])[CH3:2].